Dataset: Clinical trial toxicity outcomes and FDA approval status for drugs. Task: Regression/Classification. Given a drug SMILES string, predict its toxicity properties. Task type varies by dataset: regression for continuous values (e.g., LD50, hERG inhibition percentage) or binary classification for toxic/non-toxic outcomes (e.g., AMES mutagenicity, cardiotoxicity, hepatotoxicity). Dataset: clintox. (1) The drug is CN1C(CSCC(F)(F)F)Nc2cc(Cl)c(S(N)(=O)=O)cc2S1(=O)=O. The result is 0 (passed clinical trial). (2) The compound is C[NH+](C)CCC[C@@]1(c2ccc(F)cc2)OCc2cc(C#N)ccc21. The result is 0 (passed clinical trial). (3) The drug is CC[NH2+][C@H]1CN(CCCOC)S(=O)(=O)c2sc(S(N)(=O)=O)cc21. The result is 0 (passed clinical trial).